Predict the reaction yield, written as a fraction of the theoretical maximum amount of product (1.0 means a 100% yield; for example, 0.34 means a 34% yield). From a dataset of Reaction yield outcomes from USPTO patents with 853,638 reactions. (1) The reactants are C1(P(C2C=CC=CC=2)C2C=CC=CC=2)C=CC=CC=1.BrN1C(=O)CCC1=O.[Cl:28][C:29]1[CH:30]=[C:31]([CH:39]([CH2:43][CH:44]2[CH2:48][CH2:47][CH2:46][CH2:45]2)[C:40]([OH:42])=O)[CH:32]=[CH:33][C:34]=1[S:35]([CH3:38])(=[O:37])=[O:36].[NH2:49][C:50]1[NH:51][C:52]2[CH:58]=[CH:57][CH:56]=[CH:55][C:53]=2[N:54]=1.N1C=CC=CC=1. The catalyst is C(Cl)Cl.O. The product is [NH:51]1[C:52]2[CH:58]=[CH:57][CH:56]=[CH:55][C:53]=2[N:54]=[C:50]1[NH:49][C:40](=[O:42])[CH:39]([C:31]1[CH:32]=[CH:33][C:34]([S:35]([CH3:38])(=[O:36])=[O:37])=[C:29]([Cl:28])[CH:30]=1)[CH2:43][CH:44]1[CH2:48][CH2:47][CH2:46][CH2:45]1. The yield is 0.330. (2) The reactants are [C:1]([Si:5]([O:8][CH:9]([C:21]#[CH:22])[CH2:10][C:11]1[S:15][C:14]2[CH:16]=[CH:17][CH:18]=[CH:19][C:13]=2[C:12]=1[Cl:20])([CH3:7])[CH3:6])([CH3:4])([CH3:3])[CH3:2].[I:23]N1C(=O)CCC1=O.C([O-])(O)=O.[Na+]. The catalyst is C(Cl)Cl. The product is [C:1]([Si:5]([O:8][CH:9](/[CH:21]=[CH:22]/[I:23])[CH2:10][C:11]1[S:15][C:14]2[CH:16]=[CH:17][CH:18]=[CH:19][C:13]=2[C:12]=1[Cl:20])([CH3:6])[CH3:7])([CH3:4])([CH3:3])[CH3:2]. The yield is 0.870. (3) The reactants are [NH2:1][C:2]1[CH:3]=[C:4]([CH:21]=[CH:22][C:23]=1[F:24])[O:5][C:6]1[N:11]=[C:10]2[S:12][C:13]([NH:15][C:16]([CH:18]3[CH2:20][CH2:19]3)=[O:17])=[N:14][C:9]2=[CH:8][CH:7]=1.C(OC([NH:32][CH:33]([C:37]1[CH:42]=[CH:41][CH:40]=[CH:39][CH:38]=1)[C:34](O)=[O:35])=O)(C)(C)C.F[P-](F)(F)(F)(F)F.N1(OC(N(C)C)=[N+](C)C)C2N=CC=CC=2N=N1. The catalyst is N1C=CC=CC=1.C(OCC)(=O)C. The product is [NH2:32][CH:33]([C:37]1[CH:42]=[CH:41][CH:40]=[CH:39][CH:38]=1)[C:34]([NH:1][C:2]1[CH:3]=[C:4]([CH:21]=[CH:22][C:23]=1[F:24])[O:5][C:6]1[N:11]=[C:10]2[S:12][C:13]([NH:15][C:16]([CH:18]3[CH2:20][CH2:19]3)=[O:17])=[N:14][C:9]2=[CH:8][CH:7]=1)=[O:35]. The yield is 0.530. (4) The product is [F:2][C:3]1[CH:8]=[CH:7][C:6]([C:9]2[C:17]3[C:12](=[CH:13][CH:14]=[C:15]([NH:18][C:19]([C:21]4([NH2:47])[CH2:25][CH2:24][N:23]([CH2:26][C:27](=[O:46])[N:28]5[CH2:29][CH2:30][N:31]([C:34]6[CH:39]=[CH:38][C:37]([C:40]7[N:41]=[CH:42][CH:43]=[CH:44][N:45]=7)=[CH:36][CH:35]=6)[CH2:32][CH2:33]5)[CH2:22]4)=[O:20])[CH:16]=3)[NH:11][N:10]=2)=[CH:5][CH:4]=1. The catalyst is CO.O. The yield is 0.730. The reactants are Cl.[F:2][C:3]1[CH:8]=[CH:7][C:6]([C:9]2[C:17]3[C:12](=[CH:13][CH:14]=[C:15]([NH:18][C:19]([C:21]4([NH:47]C=O)[CH2:25][CH2:24][N:23]([CH2:26][C:27](=[O:46])[N:28]5[CH2:33][CH2:32][N:31]([C:34]6[CH:39]=[CH:38][C:37]([C:40]7[N:45]=[CH:44][CH:43]=[CH:42][N:41]=7)=[CH:36][CH:35]=6)[CH2:30][CH2:29]5)[CH2:22]4)=[O:20])[CH:16]=3)[NH:11][N:10]=2)=[CH:5][CH:4]=1.[OH-].[Na+]. (5) The reactants are [CH3:1][S:2][CH2:3][N:4]1[C:9](=[O:10])[N:8]2[CH:11]=[N:12][C:13]([C:14]3[O:15][C:16]([C:19]4[CH:24]=[CH:23][CH:22]=[CH:21][CH:20]=4)=[N:17][N:18]=3)=[C:7]2[N:6]=[N:5]1.S([O-])(O[O-])(=O)=[O:26].[K+].[K+].OOS([O-])=O.[K+]. The catalyst is CN(C=O)C.O. The product is [CH3:1][S:2]([CH2:3][N:4]1[C:9](=[O:10])[N:8]2[CH:11]=[N:12][C:13]([C:14]3[O:15][C:16]([C:19]4[CH:24]=[CH:23][CH:22]=[CH:21][CH:20]=4)=[N:17][N:18]=3)=[C:7]2[N:6]=[N:5]1)=[O:26]. The yield is 0.900.